This data is from Merck oncology drug combination screen with 23,052 pairs across 39 cell lines. The task is: Regression. Given two drug SMILES strings and cell line genomic features, predict the synergy score measuring deviation from expected non-interaction effect. (1) Drug 1: O=C(NOCC(O)CO)c1ccc(F)c(F)c1Nc1ccc(I)cc1F. Drug 2: CC(C)CC(NC(=O)C(Cc1ccccc1)NC(=O)c1cnccn1)B(O)O. Cell line: COLO320DM. Synergy scores: synergy=0.244. (2) Drug 1: O=C(CCCCCCC(=O)Nc1ccccc1)NO. Drug 2: CS(=O)(=O)CCNCc1ccc(-c2ccc3ncnc(Nc4ccc(OCc5cccc(F)c5)c(Cl)c4)c3c2)o1. Cell line: OVCAR3. Synergy scores: synergy=25.6. (3) Drug 1: CN(Cc1cnc2nc(N)nc(N)c2n1)c1ccc(C(=O)NC(CCC(=O)O)C(=O)O)cc1. Drug 2: O=C(CCCCCCC(=O)Nc1ccccc1)NO. Cell line: OVCAR3. Synergy scores: synergy=-29.7. (4) Drug 1: N.N.O=C(O)C1(C(=O)O)CCC1.[Pt]. Drug 2: Cn1c(=O)n(-c2ccc(C(C)(C)C#N)cc2)c2c3cc(-c4cnc5ccccc5c4)ccc3ncc21. Cell line: OV90. Synergy scores: synergy=26.4. (5) Drug 1: C=CCn1c(=O)c2cnc(Nc3ccc(N4CCN(C)CC4)cc3)nc2n1-c1cccc(C(C)(C)O)n1. Drug 2: Cc1nc(Nc2ncc(C(=O)Nc3c(C)cccc3Cl)s2)cc(N2CCN(CCO)CC2)n1. Cell line: ES2. Synergy scores: synergy=25.4.